Dataset: Full USPTO retrosynthesis dataset with 1.9M reactions from patents (1976-2016). Task: Predict the reactants needed to synthesize the given product. (1) Given the product [CH3:31][O:30][C:24]1[CH:23]=[C:22]([CH2:21][CH2:20][CH2:19][CH2:18][NH:17][C:15]([N:12]2[CH2:13][CH2:14][CH:9]([NH:8][C:7]3[CH:32]=[CH:33][C:4]([CH2:3][CH2:2][NH:1][CH2:62][CH:60]([OH:61])[CH2:59][O:58][C:55]4[CH:56]=[CH:57][C:52]([OH:51])=[CH:53][CH:54]=4)=[CH:5][CH:6]=3)[CH2:10][CH2:11]2)=[O:16])[CH:27]=[CH:26][C:25]=1[O:28][CH3:29], predict the reactants needed to synthesize it. The reactants are: [NH2:1][CH2:2][CH2:3][C:4]1[CH:33]=[CH:32][C:7]([NH:8][CH:9]2[CH2:14][CH2:13][N:12]([C:15]([NH:17][CH2:18][CH2:19][CH2:20][CH2:21][C:22]3[CH:27]=[CH:26][C:25]([O:28][CH3:29])=[C:24]([O:30][CH3:31])[CH:23]=3)=[O:16])[CH2:11][CH2:10]2)=[CH:6][CH:5]=1.C([Si]([O:51][C:52]1[CH:57]=[CH:56][C:55]([O:58][CH2:59][CH:60]2[CH2:62][O:61]2)=[CH:54][CH:53]=1)(C1C=CC=CC=1)C1C=CC=CC=1)(C)(C)C. (2) The reactants are: [CH3:1][N:2]1[CH:6]=[CH:5][C:4]([NH:7][C:8]([C:10]2[C:15]([NH2:16])=[CH:14][CH:13]=[C:12]([CH:17]3[CH2:19][CH2:18]3)[N:11]=2)=[O:9])=[N:3]1.Br[C:21]1[CH:22]=[N:23][CH:24]=[N:25][CH:26]=1. Given the product [CH3:1][N:2]1[CH:6]=[CH:5][C:4]([NH:7][C:8]([C:10]2[C:15]([NH:16][C:21]3[CH:22]=[N:23][CH:24]=[N:25][CH:26]=3)=[CH:14][CH:13]=[C:12]([CH:17]3[CH2:19][CH2:18]3)[N:11]=2)=[O:9])=[N:3]1, predict the reactants needed to synthesize it. (3) The reactants are: [N+:1]([C:4]1[CH:5]=[C:6]([CH:10]=[CH:11][C:12]=1[N+:13]([O-:15])=[O:14])[C:7]([OH:9])=[O:8])([O-:3])=[O:2].S(Cl)([Cl:18])=[O:17].[CH2:20]([N:22](CC)CC)[CH3:21]. Given the product [N+:1]([C:4]1[CH:5]=[C:6]([CH:10]=[CH:11][C:12]=1[N+:13]([O-:15])=[O:14])[C:7]([Cl:18])=[O:8])([O-:3])=[O:2].[NH2:22][CH2:20][C:21]([O:9][CH2:7][C:6]1[CH:5]=[CH:4][CH:12]=[CH:11][CH:10]=1)=[O:17], predict the reactants needed to synthesize it.